From a dataset of TCR-epitope binding with 47,182 pairs between 192 epitopes and 23,139 TCRs. Binary Classification. Given a T-cell receptor sequence (or CDR3 region) and an epitope sequence, predict whether binding occurs between them. (1) The epitope is KRWIILGLNK. The TCR CDR3 sequence is CSVEGEEDANYEQYF. Result: 1 (the TCR binds to the epitope). (2) The epitope is TPINLVRDL. The TCR CDR3 sequence is CASSLGTASSYNEQFF. Result: 0 (the TCR does not bind to the epitope).